Predict the reactants needed to synthesize the given product. From a dataset of Full USPTO retrosynthesis dataset with 1.9M reactions from patents (1976-2016). (1) The reactants are: [CH2:1]([N:8]1[C:16]2[C:11](=[CH:12][C:13]([NH:17][C:18]3[N:27]=[CH:26][C:25]([CH:28]4[CH2:32][CH2:31][CH2:30][CH2:29]4)=[CH:24][C:19]=3[C:20]([O:22]C)=[O:21])=[CH:14][CH:15]=2)[CH:10]=[CH:9]1)[C:2]1[CH:7]=[CH:6][CH:5]=[CH:4][CH:3]=1.[OH-].[Na+].O1CCCC1.Cl. Given the product [CH2:1]([N:8]1[C:16]2[C:11](=[CH:12][C:13]([NH:17][C:18]3[N:27]=[CH:26][C:25]([CH:28]4[CH2:32][CH2:31][CH2:30][CH2:29]4)=[CH:24][C:19]=3[C:20]([OH:22])=[O:21])=[CH:14][CH:15]=2)[CH:10]=[CH:9]1)[C:2]1[CH:7]=[CH:6][CH:5]=[CH:4][CH:3]=1, predict the reactants needed to synthesize it. (2) Given the product [ClH:40].[NH2:1][C:2]1[C:3]2[CH:10]=[CH:9][N:8]([C@@H:11]3[O:15][C@H:14]([CH2:16][N:17]([CH:35]([CH3:36])[CH3:37])[CH2:18][CH2:19][CH2:20][NH:21][C:22]([NH:24][C:25]4[CH:26]=[CH:27][C:28]([C:31]([CH3:33])([CH3:32])[CH3:34])=[CH:29][CH:30]=4)=[O:23])[C@@H:13]([OH:38])[C@H:12]3[OH:39])[C:4]=2[N:5]=[CH:6][N:7]=1, predict the reactants needed to synthesize it. The reactants are: [NH2:1][C:2]1[C:3]2[CH:10]=[CH:9][N:8]([C@@H:11]3[O:15][C@H:14]([CH2:16][N:17]([CH:35]([CH3:37])[CH3:36])[CH2:18][CH2:19][CH2:20][NH:21][C:22]([NH:24][C:25]4[CH:30]=[CH:29][C:28]([C:31]([CH3:34])([CH3:33])[CH3:32])=[CH:27][CH:26]=4)=[O:23])[C@@H:13]([OH:38])[C@H:12]3[OH:39])[C:4]=2[N:5]=[CH:6][N:7]=1.[ClH:40].O. (3) Given the product [CH2:1]([O:8][C:9]([N:11]1[CH2:16][CH2:15][N:14]([C:17]2[N:18]([C:19]3[CH:24]=[CH:23][CH:22]=[CH:21][CH:20]=3)[C:31]([CH3:32])=[CH:30][N:36]=2)[CH2:13][CH2:12]1)=[O:10])[C:2]1[CH:7]=[CH:6][CH:5]=[CH:4][CH:3]=1, predict the reactants needed to synthesize it. The reactants are: [CH2:1]([O:8][C:9]([N:11]1[CH2:16][CH2:15][N:14]([C:17](SC)=[N:18][C:19]2[CH:24]=[CH:23][CH:22]=[CH:21][CH:20]=2)[CH2:13][CH2:12]1)=[O:10])[C:2]1[CH:7]=[CH:6][CH:5]=[CH:4][CH:3]=1.Cl.Cl.Cl.[C:30]1([N:36]2C=CN=C2N2CCN([C@@H]3CN[C@H](C(N4CCSC4)=O)C3)CC2)C=CC=[CH:32][CH:31]=1.C(N)C#C.O.C1(C)C=CC(S(O)(=O)=O)=CC=1. (4) Given the product [CH:18]([CH:21]1[CH2:26][CH2:25][CH2:24][CH2:23][CH:22]1[O:27][C:8](=[O:9])[NH:7][C:4]1[CH:5]=[CH:6][C:1]([CH3:10])=[CH:2][CH:3]=1)([CH3:20])[CH3:19], predict the reactants needed to synthesize it. The reactants are: [C:1]1([CH3:10])[CH:6]=[CH:5][C:4]([N:7]=[C:8]=[O:9])=[CH:3][CH:2]=1.C1(C)C=CC=CC=1.[CH:18]([CH:21]1[CH2:26][CH2:25][CH2:24][CH2:23][CH:22]1[OH:27])([CH3:20])[CH3:19]. (5) Given the product [C:2]1([C:19]2[CH:20]=[CH:21][CH:22]=[CH:23][CH:24]=2)[CH:7]=[CH:6][C:5]([C:8]2[N:9]=[C:10]([CH:13]3[CH2:18][CH2:17][N:16]([C:35](=[O:40])[CH2:36][CH2:37][CH2:38][CH3:39])[CH2:15][CH2:14]3)[NH:11][CH:12]=2)=[CH:4][CH:3]=1, predict the reactants needed to synthesize it. The reactants are: Cl.[C:2]1([C:19]2[CH:24]=[CH:23][CH:22]=[CH:21][CH:20]=2)[CH:7]=[CH:6][C:5]([C:8]2[N:9]=[C:10]([CH:13]3[CH2:18][CH2:17][NH:16][CH2:15][CH2:14]3)[NH:11][CH:12]=2)=[CH:4][CH:3]=1.ClCCl.C(N(CC)CC)C.[C:35](Cl)(=[O:40])[CH2:36][CH2:37][CH2:38][CH3:39]. (6) Given the product [F:8][C:9]1[CH:35]=[C:34]([F:36])[CH:33]=[CH:32][C:10]=1[O:11][CH:12]1[CH2:13][CH2:14][N:15]([C:18]2[N:19]=[C:20]3[CH2:31][CH2:30][N:29]([C:49]([N:44]4[CH2:48][CH2:47][CH2:46][CH2:45]4)=[O:50])[CH2:28][C:21]3=[N:22][C:23]=2[NH:24][CH:25]([CH3:27])[CH3:26])[CH2:16][CH2:17]1, predict the reactants needed to synthesize it. The reactants are: OC(C(F)(F)F)=O.[F:8][C:9]1[CH:35]=[C:34]([F:36])[CH:33]=[CH:32][C:10]=1[O:11][CH:12]1[CH2:17][CH2:16][N:15]([C:18]2[N:19]=[C:20]3[CH2:31][CH2:30][NH:29][CH2:28][C:21]3=[N:22][C:23]=2[NH:24][CH:25]([CH3:27])[CH3:26])[CH2:14][CH2:13]1.C(N(CC)CC)C.[N:44]1([C:49](Cl)=[O:50])[CH2:48][CH2:47][CH2:46][CH2:45]1. (7) Given the product [NH2:24][C:12]1[CH:11]=[CH:10][C:9]([O:8][C:5]2[CH:6]=[N:7][C:2]([Cl:1])=[CH:3][CH:4]=2)=[CH:14][C:13]=1[CH2:15][NH:16][C:17](=[O:23])[O:18][C:19]([CH3:21])([CH3:20])[CH3:22], predict the reactants needed to synthesize it. The reactants are: [Cl:1][C:2]1[N:7]=[CH:6][C:5]([O:8][C:9]2[CH:10]=[CH:11][C:12]([N+:24]([O-])=O)=[C:13]([CH2:15][NH:16][C:17](=[O:23])[O:18][C:19]([CH3:22])([CH3:21])[CH3:20])[CH:14]=2)=[CH:4][CH:3]=1.[Cl-].[NH4+].C(O)C.